Dataset: Full USPTO retrosynthesis dataset with 1.9M reactions from patents (1976-2016). Task: Predict the reactants needed to synthesize the given product. (1) Given the product [Cl:13][C:14]1[CH:23]=[CH:22][C:21]([F:24])=[C:20]2[C:15]=1[CH:16]=[C:17]([C:25]1[C:26]([NH2:40])=[N:27][CH:28]=[C:29]([C:2]3[S:6][C:5]([N:7]4[CH2:12][CH2:11][O:10][CH2:9][CH2:8]4)=[N:4][CH:3]=3)[CH:30]=1)[N:18]=[CH:19]2, predict the reactants needed to synthesize it. The reactants are: Br[C:2]1[S:6][C:5]([N:7]2[CH2:12][CH2:11][O:10][CH2:9][CH2:8]2)=[N:4][CH:3]=1.[Cl:13][C:14]1[CH:23]=[CH:22][C:21]([F:24])=[C:20]2[C:15]=1[CH:16]=[C:17]([C:25]1[C:26]([NH2:40])=[N:27][CH:28]=[C:29](B3OC(C)(C)C(C)(C)O3)[CH:30]=1)[N:18]=[CH:19]2.C(=O)([O-])[O-].[K+].[K+].C1(P(=O)(C2C=CC=CC=2)C2C=CC=CC=2)C=CC=CC=1. (2) The reactants are: [O:1]=[C:2]1[N:7]([CH2:8][C:9]2[CH:14]=[CH:13][CH:12]=[CH:11][CH:10]=2)[C@H:6]([C:15]([OH:17])=O)[CH2:5][O:4][CH2:3]1.[CH2:18]([NH2:25])[C:19]1[CH:24]=[CH:23][CH:22]=[CH:21][CH:20]=1.CN1CCOCC1.ON1C2N=CC=CC=2N=N1.C(Cl)CCl. Given the product [O:1]=[C:2]1[N:7]([CH2:8][C:9]2[CH:10]=[CH:11][CH:12]=[CH:13][CH:14]=2)[C@H:6]([C:15]([NH:25][CH2:18][C:19]2[CH:24]=[CH:23][CH:22]=[CH:21][CH:20]=2)=[O:17])[CH2:5][O:4][CH2:3]1, predict the reactants needed to synthesize it. (3) Given the product [CH:17]1([C:16]2[C:11]3[C:10](=[O:24])[NH:9][C:8]([C:5]4[CH:6]=[CH:7][C:2]([NH:1][C:27](=[O:31])[O:28][CH2:29][CH3:30])=[CH:3][C:4]=4[O:25][CH3:26])=[N:13][C:12]=3[N:14]([CH3:23])[N:15]=2)[CH2:22][CH2:21][CH2:20][CH2:19][CH2:18]1, predict the reactants needed to synthesize it. The reactants are: [NH2:1][C:2]1[CH:7]=[CH:6][C:5]([C:8]2[NH:9][C:10](=[O:24])[C:11]3[C:16]([CH:17]4[CH2:22][CH2:21][CH2:20][CH2:19][CH2:18]4)=[N:15][N:14]([CH3:23])[C:12]=3[N:13]=2)=[C:4]([O:25][CH3:26])[CH:3]=1.[C:27](Cl)(=[O:31])[O:28][CH2:29][CH3:30].C(N(CC)CC)C.[OH-].[Na+]. (4) Given the product [F:23][C:24]([F:30])([F:29])[S:25]([NH:28][S:19]([C:3]1[CH:4]=[C:5]([C:8]2[CH:13]=[CH:12][C:11]([Br:14])=[C:10]([S:15]([NH:28][S:25]([C:24]([F:30])([F:29])[F:23])(=[O:26])=[O:38])(=[O:17])=[O:16])[CH:9]=2)[CH:6]=[CH:7][C:2]=1[Br:1])(=[O:21])=[O:20])(=[O:27])=[O:26], predict the reactants needed to synthesize it. The reactants are: [Br:1][C:2]1[CH:7]=[CH:6][C:5]([C:8]2[CH:13]=[CH:12][C:11]([Br:14])=[C:10]([S:15](Cl)(=[O:17])=[O:16])[CH:9]=2)=[CH:4][C:3]=1[S:19](Cl)(=[O:21])=[O:20].[F:23][C:24]([F:30])([F:29])[S:25]([NH2:28])(=[O:27])=[O:26].C(N(CC)CC)C.[OH-:38].[Na+]. (5) Given the product [CH3:1][O:2][C:3](=[O:12])[C:4]1[CH:9]=[C:8]([Br:13])[C:7]([Cl:10])=[CH:6][C:5]=1[NH2:11], predict the reactants needed to synthesize it. The reactants are: [CH3:1][O:2][C:3](=[O:12])[C:4]1[CH:9]=[CH:8][C:7]([Cl:10])=[CH:6][C:5]=1[NH2:11].[Br:13]Br.